This data is from Catalyst prediction with 721,799 reactions and 888 catalyst types from USPTO. The task is: Predict which catalyst facilitates the given reaction. (1) Reactant: Cl[C:2]1[N:6]([C:7]2[N:12]=[C:11]([CH3:13])[N:10]=[C:9]([NH2:14])[N:8]=2)[C:5]2[CH:15]=[CH:16][CH:17]=[CH:18][C:4]=2[N:3]=1.[NH2:19][C:20]1[NH:24][N:23]=[CH:22][CH:21]=1. Product: [NH2:14][C:9]1[N:10]=[C:11]([CH3:13])[N:12]=[C:7]([N:6]2[C:5]3[CH:15]=[CH:16][CH:17]=[CH:18][C:4]=3[N:3]=[C:2]2[NH:19][C:20]2[NH:24][N:23]=[CH:22][CH:21]=2)[N:8]=1. The catalyst class is: 868. (2) Reactant: [F:1][C:2]1[CH:3]=[C:4]([NH:23]C(=O)C)[CH:5]=[CH:6][C:7]=1[O:8][C:9]1[CH:14]=[CH:13][N:12]=[C:11]([NH:15][C:16]2[CH:21]=[CH:20][C:19]([F:22])=[CH:18][CH:17]=2)[N:10]=1.Cl.CO. Product: [NH2:23][C:4]1[CH:5]=[CH:6][C:7]([O:8][C:9]2[CH:14]=[CH:13][N:12]=[C:11]([NH:15][C:16]3[CH:17]=[CH:18][C:19]([F:22])=[CH:20][CH:21]=3)[N:10]=2)=[C:2]([F:1])[CH:3]=1. The catalyst class is: 25. (3) Reactant: [CH2:1]([O:3][C:4]1[CH:9]=[C:8]([CH2:10][N:11]2[CH2:21][CH2:20][C:14]3([CH2:18][NH:17][C:16](=[O:19])[CH2:15]3)[CH2:13][CH2:12]2)[CH:7]=[C:6]([O:22][CH2:23][CH3:24])[C:5]=1[C:25]1[CH:30]=[CH:29][C:28]([F:31])=[CH:27][CH:26]=1)[CH3:2].Br[C:33]1[CH:40]=[CH:39][C:36]([C:37]#[N:38])=[CH:35][CH:34]=1.[O-]P([O-])([O-])=O.[K+].[K+].[K+].CC1(C)C2C=CC=C(P(C3C=CC=CC=3)C3C=CC=CC=3)C=2OC2C1=CC=CC=2P(C1C=CC=CC=1)C1C=CC=CC=1. Product: [CH2:1]([O:3][C:4]1[CH:9]=[C:8]([CH2:10][N:11]2[CH2:12][CH2:13][C:14]3([CH2:18][N:17]([C:33]4[CH:40]=[CH:39][C:36]([C:37]#[N:38])=[CH:35][CH:34]=4)[C:16](=[O:19])[CH2:15]3)[CH2:20][CH2:21]2)[CH:7]=[C:6]([O:22][CH2:23][CH3:24])[C:5]=1[C:25]1[CH:30]=[CH:29][C:28]([F:31])=[CH:27][CH:26]=1)[CH3:2]. The catalyst class is: 102. (4) Reactant: [H-].[Na+].[CH3:3][CH2:4][O:5][C:6]([CH:8](P(OCC)(OCC)=O)[CH3:9])=[O:7].[CH2:18]([O:22][CH2:23][CH2:24][O:25][C:26]1[CH:31]=[CH:30][C:29]([C:32]2[CH:37]=[CH:36][C:35]([N:38]3[CH2:42][CH:41]=[CH:40][CH2:39]3)=[C:34]([CH:43]=O)[CH:33]=2)=[CH:28][CH:27]=1)[CH2:19][CH2:20][CH3:21]. Product: [CH2:18]([O:22][CH2:23][CH2:24][O:25][C:26]1[CH:31]=[CH:30][C:29]([C:32]2[CH:37]=[CH:36][C:35]([N:38]3[CH2:42][CH:41]=[CH:40][CH2:39]3)=[C:34](/[CH:43]=[C:8](\[CH3:9])/[C:6]([O:5][CH2:4][CH3:3])=[O:7])[CH:33]=2)=[CH:28][CH:27]=1)[CH2:19][CH2:20][CH3:21]. The catalyst class is: 11. (5) Reactant: CN(C)C=O.[C:6]([CH2:9][N:10]1[C@H:13]([C@H:14]([C:16]([C:18]2[CH:23]=[CH:22][C:21]([Cl:24])=[CH:20][CH:19]=2)=[S:17])[CH3:15])[C@@H:12]([C@H:25]([OH:27])[CH3:26])[C:11]1=[O:28])([OH:8])=[O:7].[C:29]([O:35][CH2:36]Cl)(=[O:34])[C:30]([CH3:33])([CH3:32])[CH3:31].[I-].[Na+].C(N(C(C)C)CC)(C)C. Product: [Cl:24][C:21]1[CH:20]=[CH:19][C:18]([C:16]([C@@H:14]([C@H:13]2[N:10]([CH2:9][C:6]([O:8][CH2:36][O:35][C:29](=[O:34])[C:30]([CH3:33])([CH3:32])[CH3:31])=[O:7])[C:11](=[O:28])[C@@H:12]2[C@H:25]([OH:27])[CH3:26])[CH3:15])=[S:17])=[CH:23][CH:22]=1. The catalyst class is: 11.